Dataset: hERG potassium channel inhibition data for cardiac toxicity prediction from Karim et al.. Task: Regression/Classification. Given a drug SMILES string, predict its toxicity properties. Task type varies by dataset: regression for continuous values (e.g., LD50, hERG inhibition percentage) or binary classification for toxic/non-toxic outcomes (e.g., AMES mutagenicity, cardiotoxicity, hepatotoxicity). Dataset: herg_karim. (1) The drug is CCc1nc2ccc(C3CCN(CC(=O)N4CC(O)C4)CC3)cn2c1N(C)c1nc(-c2ccc(F)cc2)c(C#N)s1. The result is 1 (blocker). (2) The drug is COc1ccc2ncc(F)c(CCC34CCC(NCc5nc6c(cc5F)OCC(=O)N6)(CC3)CO4)c2n1. The result is 1 (blocker).